This data is from Catalyst prediction with 721,799 reactions and 888 catalyst types from USPTO. The task is: Predict which catalyst facilitates the given reaction. (1) Reactant: [Cl:1][C:2]1[CH:7]=[CH:6][C:5]([C:8]2[NH:12][C:11]3[CH:13]=[C:14]([F:18])[C:15]([F:17])=[CH:16][C:10]=3[N:9]=2)=[CH:4][CH:3]=1.C(=O)([O-])[O-].[Cs+].[Cs+].[CH2:25]([O:27][C:28](=[O:38])[CH:29](Br)[CH:30]1[CH2:36][CH2:35][CH2:34][CH2:33][CH2:32][CH2:31]1)[CH3:26].O. Product: [CH2:25]([O:27][C:28](=[O:38])[CH:29]([N:12]1[C:11]2[CH:13]=[C:14]([F:18])[C:15]([F:17])=[CH:16][C:10]=2[N:9]=[C:8]1[C:5]1[CH:4]=[CH:3][C:2]([Cl:1])=[CH:7][CH:6]=1)[CH:30]1[CH2:36][CH2:35][CH2:34][CH2:33][CH2:32][CH2:31]1)[CH3:26]. The catalyst class is: 42. (2) Reactant: [CH3:1][N:2]1[CH2:14][CH2:13][C:12]2[C:11]3[C:6](=[CH:7][CH:8]=[C:9]([CH3:15])[CH:10]=3)[NH:5][C:4]=2[CH:3]1[C:16]1[CH:21]=[CH:20][CH:19]=[CH:18][CH:17]=1.[H-].[Na+].[CH3:24][C:25]1([C:28]2[CH:29]=[N:30][CH:31]=[CH:32][CH:33]=2)[CH2:27][O:26]1. Product: [CH3:1][N:2]1[CH2:14][CH2:13][C:12]2[C:11]3[C:6](=[CH:7][CH:8]=[C:9]([CH3:15])[CH:10]=3)[N:5]([CH2:24][C:25]([C:28]3[CH:29]=[N:30][CH:31]=[CH:32][CH:33]=3)([OH:26])[CH3:27])[C:4]=2[CH:3]1[C:16]1[CH:21]=[CH:20][CH:19]=[CH:18][CH:17]=1. The catalyst class is: 3. (3) Product: [NH2:25][C:22]1[CH:23]=[CH:24][C:19]([C:17]([C:13]2[CH:14]=[C:15]3[C:10](=[CH:11][CH:12]=2)[N:9]=[CH:8][C:7]([N:4]2[CH2:5][CH2:6][O:1][CH2:2][CH2:3]2)=[N:16]3)=[O:18])=[CH:20][CH:21]=1. Reactant: [O:1]1[CH2:6][CH2:5][N:4]([C:7]2[CH:8]=[N:9][C:10]3[C:15]([N:16]=2)=[CH:14][C:13]([C:17]([C:19]2[CH:24]=[CH:23][C:22]([NH:25]C(=O)C(C)(C)C)=[CH:21][CH:20]=2)=[O:18])=[CH:12][CH:11]=3)[CH2:3][CH2:2]1.Cl.[OH-].[Na+]. The catalyst class is: 52. (4) Reactant: [Cl:1][C:2]1[CH:7]=[CH:6][C:5]([C:8]2[C:17]3[C:12](=[CH:13][CH:14]=[C:15]([C:18](O)=[O:19])[CH:16]=3)[CH:11]=[N:10][CH:9]=2)=[CH:4][CH:3]=1.F[B-](F)(F)F.[N:26]1(OC(N(C)C)=[N+](C)C)[C:30]2[CH:31]=[CH:32][CH:33]=[CH:34][C:29]=2N=N1.C(N(CC)C(C)C)(C)C.NC1C=CC=CC=1. The catalyst class is: 9. Product: [Cl:1][C:2]1[CH:3]=[CH:4][C:5]([C:8]2[C:17]3[C:12](=[CH:13][CH:14]=[C:15]([C:18]([NH:26][C:30]4[CH:31]=[CH:32][CH:33]=[CH:34][CH:29]=4)=[O:19])[CH:16]=3)[CH:11]=[N:10][CH:9]=2)=[CH:6][CH:7]=1. (5) Reactant: [C:1]1([C:7]2[C:11]3[CH2:12][NH:13][CH2:14][CH2:15][C:10]=3[NH:9][N:8]=2)[CH:6]=[CH:5][CH:4]=[CH:3][CH:2]=1.Cl.[CH3:17][NH2:18].ClC(Cl)(O[C:23](=[O:29])OC(Cl)(Cl)Cl)Cl.O. Product: [CH3:17][NH:18][C:23]([N:13]1[CH2:14][CH2:15][C:10]2[NH:9][N:8]=[C:7]([C:1]3[CH:2]=[CH:3][CH:4]=[CH:5][CH:6]=3)[C:11]=2[CH2:12]1)=[O:29]. The catalyst class is: 2.